Dataset: Forward reaction prediction with 1.9M reactions from USPTO patents (1976-2016). Task: Predict the product of the given reaction. (1) Given the reactants C([O:3][C:4]([CH:6]1[CH2:11][CH2:10][N:9]([C:12]2[CH:21]=[CH:20][C:19]3[C:14](=[CH:15][CH:16]=[C:17]([Cl:33])[C:18]=3[C:22]([NH:24][CH2:25][CH2:26][CH:27]3[CH2:32][CH2:31][CH2:30][CH2:29][CH2:28]3)=[O:23])[N:13]=2)[CH2:8][CH2:7]1)=[O:5])C.CO.[OH-].[K+], predict the reaction product. The product is: [Cl:33][C:17]1[C:18]([C:22]([NH:24][CH2:25][CH2:26][CH:27]2[CH2:28][CH2:29][CH2:30][CH2:31][CH2:32]2)=[O:23])=[C:19]2[C:14](=[CH:15][CH:16]=1)[N:13]=[C:12]([N:9]1[CH2:8][CH2:7][CH:6]([C:4]([OH:5])=[O:3])[CH2:11][CH2:10]1)[CH:21]=[CH:20]2. (2) Given the reactants [S:1]1[C:5]2[CH:6]([C:10]([O:12]C)=[O:11])[CH2:7][CH2:8][CH2:9][C:4]=2[N:3]=[CH:2]1.O[Li].O, predict the reaction product. The product is: [S:1]1[C:5]2[CH:6]([C:10]([OH:12])=[O:11])[CH2:7][CH2:8][CH2:9][C:4]=2[N:3]=[CH:2]1. (3) Given the reactants Br[C:2]1[N:3]([C:7]2[N:16]=[CH:15][C:14]3[N:13]([CH3:17])[C:12](=[O:18])[C@@H:11]([CH2:19][CH3:20])[N:10]([CH:21]4[CH2:25][CH2:24][CH2:23][CH2:22]4)[C:9]=3[N:8]=2)[CH:4]=[CH:5][N:6]=1.C([O-])([O-])=O.[Na+].[Na+].[O:32]1[CH2:37][CH:36]=[C:35](B2OC(C)(C)C(C)(C)O2)[CH2:34][CH2:33]1.C([O-])(O)=O.[Na+], predict the reaction product. The product is: [CH:21]1([N:10]2[C:9]3[N:8]=[C:7]([N:3]4[CH:4]=[CH:5][N:6]=[C:2]4[C:35]4[CH2:36][CH2:37][O:32][CH2:33][CH:34]=4)[N:16]=[CH:15][C:14]=3[N:13]([CH3:17])[C:12](=[O:18])[C@H:11]2[CH2:19][CH3:20])[CH2:25][CH2:24][CH2:23][CH2:22]1. (4) Given the reactants [F:1][C:2]1[CH:7]=[C:6]([F:8])[N:5]=[C:4]([O:9][CH2:10][C:11]2(C)[CH2:14][O:13][CH2:12]2)[N:3]=1.CC1(CO)COC1.FC1N=C(F)C=C(O[C@H]2CCOC2)N=1, predict the reaction product. The product is: [F:8][C:6]1[CH:7]=[C:2]([F:1])[N:3]=[C:4]([O:9][C@H:10]2[CH2:11][CH2:14][O:13][CH2:12]2)[N:5]=1.